This data is from Catalyst prediction with 721,799 reactions and 888 catalyst types from USPTO. The task is: Predict which catalyst facilitates the given reaction. The catalyst class is: 7. Product: [Br:1][C:2]1[CH:3]=[CH:4][C:5]2[O:6][C:7]3[C:12](=[CH:11][C:10]([CH2:17][CH2:18][OH:19])=[CH:9][CH:8]=3)[CH2:13][C:14]=2[CH:15]=1. Reactant: [Br:1][C:2]1[CH:15]=[C:14]2[C:5]([O:6][C:7]3[CH:8]=[CH:9][C:10]([CH2:17][CH2:18][O:19]C(=O)C)=[CH:11][C:12]=3[C:13]2=O)=[CH:4][CH:3]=1.[BH4-].[Li+].C(O)(C)C.Cl.